From a dataset of Reaction yield outcomes from USPTO patents with 853,638 reactions. Predict the reaction yield, written as a fraction of the theoretical maximum amount of product (1.0 means a 100% yield; for example, 0.34 means a 34% yield). (1) The reactants are [F:1][C:2]1[CH:7]=[CH:6][C:5]([CH2:8][C:9]2[C:10]([N:16]3[CH2:22][C:21]4[CH:23]=[C:24]([C:27]5[CH:28]=[CH:29][C:30]6[N:34]=[C:33]([NH:35]C(=O)OC)[NH:32][C:31]=6[CH:40]=5)[CH:25]=[CH:26][C:20]=4[O:19][CH2:18][CH2:17]3)=[N:11][CH:12]=[N:13][C:14]=2[CH3:15])=[CH:4][CH:3]=1.Cl. The yield is 0.540. The catalyst is CO.[OH-].[K+]. The product is [F:1][C:2]1[CH:7]=[CH:6][C:5]([CH2:8][C:9]2[C:10]([N:16]3[CH2:22][C:21]4[CH:23]=[C:24]([C:27]5[CH:28]=[CH:29][C:30]6[N:34]=[C:33]([NH2:35])[NH:32][C:31]=6[CH:40]=5)[CH:25]=[CH:26][C:20]=4[O:19][CH2:18][CH2:17]3)=[N:11][CH:12]=[N:13][C:14]=2[CH3:15])=[CH:4][CH:3]=1. (2) The reactants are [C:1]([O:5][C:6](=[O:30])[CH2:7][C@@H:8]([C:15](N1[C@H](C)[C@H](C2C=CC=CC=2)OC1=O)=[O:16])[CH2:9][C@H:10]([CH3:14])[CH2:11][CH2:12][CH3:13])([CH3:4])([CH3:3])[CH3:2].[Li+].[OH-].OO.S(=O)(=O)(O)[O-:36].[Na+].S([O-])([O-])=O.[Na+].[Na+]. The catalyst is O.C1COCC1.CCOCC.CCCCCC. The product is [C:1]([O:5][C:6](=[O:30])[CH2:7][C@H:8]([CH2:9][C@H:10]([CH3:14])[CH2:11][CH2:12][CH3:13])[C:15]([OH:16])=[O:36])([CH3:2])([CH3:3])[CH3:4]. The yield is 0.930. (3) The reactants are [F:1][C:2]1[CH:7]=[CH:6][C:5]([C:8]([CH3:10])=[CH2:9])=[C:4]([N+:11]([O-])=O)[CH:3]=1. The catalyst is [Pd].CCOC(C)=O. The product is [F:1][C:2]1[CH:7]=[CH:6][C:5]([CH:8]([CH3:10])[CH3:9])=[C:4]([CH:3]=1)[NH2:11]. The yield is 0.950. (4) The reactants are [CH2:1]([O:3][C:4](=[O:20])[CH2:5][C:6]1[C:14]2[C:9](=[CH:10][CH:11]=[CH:12][CH:13]=2)[NH:8][C:7]=1[C:15]([O:17][CH2:18][CH3:19])=[O:16])[CH3:2].[CH3:21][O:22][C:23](=[O:31])[C:24]1[CH:29]=[CH:28][CH:27]=[C:26](Br)[CH:25]=1.C([O-])([O-])=O.[K+].[K+]. The catalyst is CN1CCCC1=O.[Cu]Br. The product is [CH2:18]([O:17][C:15]([C:7]1[N:8]([C:26]2[CH:27]=[CH:28][CH:29]=[C:24]([C:23]([O:22][CH3:21])=[O:31])[CH:25]=2)[C:9]2[C:14]([C:6]=1[CH2:5][C:4]([O:3][CH2:1][CH3:2])=[O:20])=[CH:13][CH:12]=[CH:11][CH:10]=2)=[O:16])[CH3:19]. The yield is 0.730. (5) The reactants are C([O:9][C:10]1([CH2:23][C:24]2[CH:29]=[C:28]([O:30][CH3:31])[C:27]([O:32][CH3:33])=[C:26]([O:34][CH3:35])[CH:25]=2)[C:18]2[C:13](=[CH:14][CH:15]=[C:16]([CH3:19])[CH:17]=2)[N:12]([CH2:20][CH3:21])[C:11]1=[O:22])(=O)C1C=CC=CC=1.O.[OH-].[K+].C(O)(=O)C. The catalyst is CO. The product is [CH2:20]([N:12]1[C:13]2[C:18](=[CH:17][C:16]([CH3:19])=[CH:15][CH:14]=2)[C:10]([OH:9])([CH2:23][C:24]2[CH:29]=[C:28]([O:30][CH3:31])[C:27]([O:32][CH3:33])=[C:26]([O:34][CH3:35])[CH:25]=2)[C:11]1=[O:22])[CH3:21]. The yield is 0.850.